Task: Regression. Given two drug SMILES strings and cell line genomic features, predict the synergy score measuring deviation from expected non-interaction effect.. Dataset: NCI-60 drug combinations with 297,098 pairs across 59 cell lines (1) Drug 1: CC(C1=C(C=CC(=C1Cl)F)Cl)OC2=C(N=CC(=C2)C3=CN(N=C3)C4CCNCC4)N. Drug 2: C1CN1P(=S)(N2CC2)N3CC3. Cell line: OVCAR-4. Synergy scores: CSS=-1.07, Synergy_ZIP=-0.0865, Synergy_Bliss=-3.13, Synergy_Loewe=-3.86, Synergy_HSA=-3.94. (2) Drug 1: CCCS(=O)(=O)NC1=C(C(=C(C=C1)F)C(=O)C2=CNC3=C2C=C(C=N3)C4=CC=C(C=C4)Cl)F. Drug 2: CN1CCC(CC1)COC2=C(C=C3C(=C2)N=CN=C3NC4=C(C=C(C=C4)Br)F)OC. Cell line: OVCAR-5. Synergy scores: CSS=8.01, Synergy_ZIP=-0.742, Synergy_Bliss=1.74, Synergy_Loewe=-14.6, Synergy_HSA=-3.47. (3) Drug 1: CS(=O)(=O)OCCCCOS(=O)(=O)C. Drug 2: N.N.Cl[Pt+2]Cl. Cell line: NCIH23. Synergy scores: CSS=50.7, Synergy_ZIP=-0.945, Synergy_Bliss=-2.10, Synergy_Loewe=-31.2, Synergy_HSA=-2.36.